Dataset: M1 muscarinic receptor agonist screen with 61,833 compounds. Task: Binary Classification. Given a drug SMILES string, predict its activity (active/inactive) in a high-throughput screening assay against a specified biological target. (1) The molecule is S(=O)(=O)(Nc1ccc(cc1)C(OC)=O)c1ccc(OC)cc1. The result is 0 (inactive). (2) The compound is s1c2nc(n(c(=O)c2c(c1C(O)=O)C)C)C. The result is 0 (inactive). (3) The drug is S(c1n2c(n(CCC)c(=O)c3c2cccc3)nn1)CCOc1ccc(cc1)C. The result is 0 (inactive). (4) The molecule is S(=O)(=O)(N(c1ccccc1)C)c1ccc(cc1)C(OCC(=O)N1CCOCC1)=O. The result is 0 (inactive).